Dataset: Retrosynthesis with 50K atom-mapped reactions and 10 reaction types from USPTO. Task: Predict the reactants needed to synthesize the given product. (1) Given the product Nc1ccc(Cn2ccnc2)cc1N, predict the reactants needed to synthesize it. The reactants are: Nc1cc(Cn2ccnc2)ccc1[N+](=O)[O-]. (2) Given the product COC(=O)c1cc(Oc2ccc([N+](=O)[O-])cn2)ccc1Nc1ccc(F)c(F)c1, predict the reactants needed to synthesize it. The reactants are: COC(=O)c1cc(Oc2ccc([N+](=O)[O-])cn2)ccc1N.Fc1ccc(Br)cc1F.